Dataset: Full USPTO retrosynthesis dataset with 1.9M reactions from patents (1976-2016). Task: Predict the reactants needed to synthesize the given product. Given the product [CH3:1][C:2]([CH3:23])([CH3:22])[CH2:3][N:4]1[C:8]2[CH:9]=[CH:10][C:11]([C:13]3[CH:14]=[C:15]([CH:16]=[CH:17][CH:18]=3)[O:19][C:31]3[CH:38]=[CH:37][C:34]([C:35]#[N:36])=[CH:33][CH:32]=3)=[CH:12][C:7]=2[N:6]([CH3:20])[C:5]1=[O:21], predict the reactants needed to synthesize it. The reactants are: [CH3:1][C:2]([CH3:23])([CH3:22])[CH2:3][N:4]1[C:8]2[CH:9]=[CH:10][C:11]([C:13]3[CH:18]=[CH:17][CH:16]=[C:15]([OH:19])[CH:14]=3)=[CH:12][C:7]=2[N:6]([CH3:20])[C:5]1=[O:21].C(=O)([O-])[O-].[Cs+].[Cs+].Br[C:31]1[CH:38]=[CH:37][C:34]([C:35]#[N:36])=[CH:33][CH:32]=1.